From a dataset of Forward reaction prediction with 1.9M reactions from USPTO patents (1976-2016). Predict the product of the given reaction. Given the reactants [CH3:1][O:2][C:3]1[CH:4]=[C:5]([CH:11]=[CH:12][C:13]([OH:15])=[O:14])[CH:6]=[CH:7][C:8]=1[O:9][CH3:10].S(Cl)(Cl)=O.[CH3:20]O, predict the reaction product. The product is: [CH3:1][O:2][C:3]1[CH:4]=[C:5]([CH:11]=[CH:12][C:13]([O:15][CH3:20])=[O:14])[CH:6]=[CH:7][C:8]=1[O:9][CH3:10].